The task is: Predict the reactants needed to synthesize the given product.. This data is from Full USPTO retrosynthesis dataset with 1.9M reactions from patents (1976-2016). (1) Given the product [Cl:1][C:2]1[CH:3]=[C:4]([C:12]2[S:16][N:15]=[C:14]([C:17]3[C:18]([CH2:26][CH3:27])=[C:19]([CH2:23][CH2:24][N:28]4[CH2:33][CH2:32][CH:31]([C:34]([O:36][CH2:37][CH3:38])=[O:35])[CH2:30][CH2:29]4)[CH:20]=[CH:21][CH:22]=3)[N:13]=2)[CH:5]=[N:6][C:7]=1[O:8][CH:9]([CH3:11])[CH3:10], predict the reactants needed to synthesize it. The reactants are: [Cl:1][C:2]1[CH:3]=[C:4]([C:12]2[S:16][N:15]=[C:14]([C:17]3[C:18]([CH2:26][CH3:27])=[C:19]([CH2:23][CH:24]=O)[CH:20]=[CH:21][CH:22]=3)[N:13]=2)[CH:5]=[N:6][C:7]=1[O:8][CH:9]([CH3:11])[CH3:10].[NH:28]1[CH2:33][CH2:32][CH:31]([C:34]([O:36][CH2:37][CH3:38])=[O:35])[CH2:30][CH2:29]1.C(O[BH-](OC(=O)C)OC(=O)C)(=O)C.[Na+]. (2) Given the product [CH2:13]([O:12][CH2:11][CH2:10][O:6][CH:3]1[CH2:4][CH2:5][O:1][CH2:2]1)[C:14]1[CH:19]=[CH:18][CH:17]=[CH:16][CH:15]=1, predict the reactants needed to synthesize it. The reactants are: [O:1]1[CH2:5][CH2:4][CH:3]([OH:6])[CH2:2]1.[H-].[Na+].Br[CH2:10][CH2:11][O:12][CH2:13][C:14]1[CH:19]=[CH:18][CH:17]=[CH:16][CH:15]=1. (3) Given the product [NH:13]1[CH2:14][CH2:15][CH:10]([N:7]2[CH2:8][CH2:9][C:4]3([O:3][C:2](=[O:1])[NH:25][C:24]4[CH:26]=[CH:27][CH:28]=[CH:29][C:23]3=4)[CH2:5][CH2:6]2)[CH2:11][CH2:12]1, predict the reactants needed to synthesize it. The reactants are: [O:1]=[C:2]1[NH:25][C:24]2[CH:26]=[CH:27][CH:28]=[CH:29][C:23]=2[C:4]2([CH2:9][CH2:8][N:7]([CH:10]3[CH2:15][CH2:14][N:13](C(OC(C)(C)C)=O)[CH2:12][CH2:11]3)[CH2:6][CH2:5]2)[O:3]1. (4) Given the product [OH:31][CH2:30][C:27]1[CH:28]=[CH:29][C:24]([C:23]#[C:22][C:20]2[CH:21]=[C:16]([S:15][C:12]3[CH:13]=[CH:14][C:6]([O:5][CH2:4][C:3]([OH:42])=[O:2])=[C:7]4[C:11]=3[CH2:10][CH2:9][CH2:8]4)[CH:17]=[C:18]([C:32]#[C:33][C:34]3[CH:35]=[CH:36][C:37]([CH2:40][OH:41])=[CH:38][CH:39]=3)[N:19]=2)=[CH:25][CH:26]=1, predict the reactants needed to synthesize it. The reactants are: C[O:2][C:3](=[O:42])[CH2:4][O:5][C:6]1[CH:14]=[CH:13][C:12]([S:15][C:16]2[CH:21]=[C:20]([C:22]#[C:23][C:24]3[CH:29]=[CH:28][C:27]([CH2:30][OH:31])=[CH:26][CH:25]=3)[N:19]=[C:18]([C:32]#[C:33][C:34]3[CH:39]=[CH:38][C:37]([CH2:40][OH:41])=[CH:36][CH:35]=3)[CH:17]=2)=[C:11]2[C:7]=1[CH2:8][CH2:9][CH2:10]2.Cl.O.C(OCC)(=O)C. (5) Given the product [C:1]([O:5][CH:6]1[CH:8]([C:9]2[CH:14]=[CH:13][C:12]([CH3:15])=[CH:11][N:10]=2)[CH:7]1[CH2:16][O:17][C:25]1[CH:26]=[C:21]([Cl:20])[N:22]=[C:23]([CH3:28])[N:24]=1)([CH3:4])([CH3:3])[CH3:2], predict the reactants needed to synthesize it. The reactants are: [C:1]([O:5][CH:6]1[CH:8]([C:9]2[CH:14]=[CH:13][C:12]([CH3:15])=[CH:11][N:10]=2)[CH:7]1[CH2:16][OH:17])([CH3:4])([CH3:3])[CH3:2].[H-].[Na+].[Cl:20][C:21]1[CH:26]=[C:25](Cl)[N:24]=[C:23]([CH3:28])[N:22]=1. (6) Given the product [CH2:14]([O:13][CH2:12][N:1]1[C:5]2[CH:6]=[CH:7][CH:8]=[CH:9][C:4]=2[N:3]=[CH:2]1)[C:15]1[CH:20]=[CH:19][CH:18]=[CH:17][CH:16]=1, predict the reactants needed to synthesize it. The reactants are: [N:1]1[C:5]2[CH:6]=[CH:7][CH:8]=[CH:9][C:4]=2[NH:3][CH:2]=1.[H-].[Na+].[CH2:12](Cl)[O:13][CH2:14][C:15]1[CH:20]=[CH:19][CH:18]=[CH:17][CH:16]=1. (7) Given the product [O:21]1[CH2:25][CH2:24][CH:23]([CH2:26][NH:27][C:17]([C:14]2[CH:13]=[C:12]([CH2:11][C:1]3[C:10]4[C:5](=[CH:6][CH:7]=[CH:8][CH:9]=4)[CH:4]=[CH:3][CH:2]=3)[O:16][N:15]=2)=[O:19])[CH2:22]1, predict the reactants needed to synthesize it. The reactants are: [C:1]1([CH2:11][C:12]2[O:16][N:15]=[C:14]([C:17]([OH:19])=O)[CH:13]=2)[C:10]2[C:5](=[CH:6][CH:7]=[CH:8][CH:9]=2)[CH:4]=[CH:3][CH:2]=1.Cl.[O:21]1[CH2:25][CH2:24][CH:23]([CH2:26][NH2:27])[CH2:22]1.C(N(CC)CC)C.ON1C2C=CC=CC=2N=N1.Cl.C(N=C=NCCCN(C)C)C. (8) Given the product [CH3:25][N:2]([CH3:1])[CH2:3][CH2:4][CH2:5][O:6][C:7]1[CH:22]=[CH:21][C:10]([CH2:11][CH:12]([C:18](=[O:20])[CH3:19])[C:13]([O:15][CH2:16][CH3:17])=[O:14])=[C:9]([O:23][CH3:24])[CH:8]=1, predict the reactants needed to synthesize it. The reactants are: [CH3:1][N:2]([CH3:25])[CH2:3][CH2:4][CH2:5][O:6][C:7]1[CH:22]=[CH:21][C:10]([CH:11]=[C:12]([C:18](=[O:20])[CH3:19])[C:13]([O:15][CH2:16][CH3:17])=[O:14])=[C:9]([O:23][CH3:24])[CH:8]=1. (9) Given the product [CH3:1][O:2][C:3]1[C:4]([C:5]([NH:26][CH:27]2[CH2:32][CH2:31][CH:30]([O:33][C:34](=[O:36])[CH3:35])[CH2:29][CH:28]2[C:37]2[CH:42]=[CH:41][C:40]([O:43][CH3:44])=[C:39]([O:45][CH2:46][CH3:47])[CH:38]=2)=[O:7])=[CH:8][CH:9]=[C:10]([O:12][CH3:13])[N:11]=1, predict the reactants needed to synthesize it. The reactants are: [CH3:1][O:2][C:3]1[N:11]=[C:10]([O:12][CH3:13])[CH:9]=[CH:8][C:4]=1[C:5]([OH:7])=O.Cl.C(N=C=NCCCN(C)C)C.[NH2:26][CH:27]1[CH2:32][CH2:31][CH:30]([O:33][C:34](=[O:36])[CH3:35])[CH2:29][CH:28]1[C:37]1[CH:42]=[CH:41][C:40]([O:43][CH3:44])=[C:39]([O:45][CH2:46][CH3:47])[CH:38]=1. (10) Given the product [C:88]([O:87][C:86]([NH:85][CH2:84][C:82]1[N:81]=[N:80][N:79]([CH2:78][C@@H:74]2[C@H:73]([NH:72][C:23](=[O:24])/[C:22](=[N:21]\[O:20][C:17]3([C:15]([O:14][CH:1]([C:2]4[CH:3]=[CH:4][CH:5]=[CH:6][CH:7]=4)[C:8]4[CH:9]=[CH:10][CH:11]=[CH:12][CH:13]=4)=[O:16])[CH2:19][CH2:18]3)/[C:26]3[N:27]=[C:28]([NH:31][C:32]([O:34][C:35]([CH3:38])([CH3:36])[CH3:37])=[O:33])[S:29][CH:30]=3)[C:76](=[O:77])[NH:75]2)[CH:83]=1)=[O:92])([CH3:91])([CH3:89])[CH3:90], predict the reactants needed to synthesize it. The reactants are: [CH:1]([O:14][C:15]([C:17]1([O:20]/[N:21]=[C:22](/[C:26]2[N:27]=[C:28]([NH:31][C:32]([O:34][C:35]([CH3:38])([CH3:37])[CH3:36])=[O:33])[S:29][CH:30]=2)\[C:23](O)=[O:24])[CH2:19][CH2:18]1)=[O:16])([C:8]1[CH:13]=[CH:12][CH:11]=[CH:10][CH:9]=1)[C:2]1[CH:7]=[CH:6][CH:5]=[CH:4][CH:3]=1.CCN(C(C)C)C(C)C.CN(C(ON1N=NC2C=CC=NC1=2)=[N+](C)C)C.F[P-](F)(F)(F)(F)F.[NH2:72][C@@H:73]1[C:76](=[O:77])[NH:75][C@@H:74]1[CH2:78][N:79]1[CH:83]=[C:82]([CH2:84][NH:85][C:86](=[O:92])[O:87][C:88]([CH3:91])([CH3:90])[CH3:89])[N:81]=[N:80]1.